Dataset: Reaction yield outcomes from USPTO patents with 853,638 reactions. Task: Predict the reaction yield, written as a fraction of the theoretical maximum amount of product (1.0 means a 100% yield; for example, 0.34 means a 34% yield). (1) The reactants are [CH2:1]([N:3]([CH2:7][CH3:8])[CH2:4][CH2:5][NH2:6])[CH3:2].S=[C:10]1[CH2:14][S:13][C:12](=[O:15])[NH:11]1.[Cl:16][C:17]1[C:18]([O:27][C:28]2[CH:35]=[CH:34][C:31]([CH:32]=O)=[CH:30][C:29]=2[O:36][CH3:37])=[N:19][CH:20]=[C:21]([C:23]([F:26])([F:25])[F:24])[CH:22]=1.[Cl-].[NH4+]. The catalyst is C(O)C.CC(C)([O-])C.[K+]. The product is [Cl:16][C:17]1[C:18]([O:27][C:28]2[CH:35]=[CH:34][C:31](/[CH:32]=[C:14]3/[C:10]([NH:6][CH2:5][CH2:4][N:3]([CH2:7][CH3:8])[CH2:1][CH3:2])=[N:11][C:12](=[O:15])[S:13]/3)=[CH:30][C:29]=2[O:36][CH3:37])=[N:19][CH:20]=[C:21]([C:23]([F:26])([F:25])[F:24])[CH:22]=1. The yield is 0.230. (2) The reactants are [C:1]1([C:7]2[O:11][C:10]([SH:12])=[N:9][N:8]=2)[CH:6]=[CH:5][CH:4]=[CH:3][CH:2]=1.C1C(=O)N(Cl)C(=O)C1.[C:21]1([Zn]Br)[CH:26]=[CH:25][CH:24]=[CH:23][CH:22]=1. No catalyst specified. The product is [C:1]1([C:7]2[O:11][C:10]([S:12][C:21]3[CH:26]=[CH:25][CH:24]=[CH:23][CH:22]=3)=[N:9][N:8]=2)[CH:2]=[CH:3][CH:4]=[CH:5][CH:6]=1. The yield is 0.700. (3) The reactants are [C:1]([C:4]1[CH:21]=[CH:20][C:7]2[CH2:8][CH:9]([CH2:15][C:16]([O:18][CH3:19])=[O:17])[C:10](=[O:14])[N:11]([CH3:13])[CH2:12][C:6]=2[CH:5]=1)([OH:3])=O.Cl.Cl.[NH2:24][CH2:25][C:26]1[NH:27][C:28]2[CH:34]=[CH:33][CH:32]=[CH:31][C:29]=2[N:30]=1.C1C=CC2N(O)N=NC=2C=1.O.C(N(C(C)C)CC)(C)C.C(Cl)CCl. The catalyst is CN(C=O)C. The product is [N:27]1[C:28]2[CH:34]=[CH:33][CH:32]=[CH:31][C:29]=2[NH:30][C:26]=1[CH2:25][NH:24][C:1]([C:4]1[CH:21]=[CH:20][C:7]2[CH2:8][CH:9]([CH2:15][C:16]([O:18][CH3:19])=[O:17])[C:10](=[O:14])[N:11]([CH3:13])[CH2:12][C:6]=2[CH:5]=1)=[O:3]. The yield is 0.370. (4) The reactants are [NH2:1][C:2]1[N:7]=[C:6]([Cl:8])[CH:5]=[C:4](Cl)[N:3]=1.[F:10][C:11]1[CH:12]=[C:13]([CH:15]=[CH:16][C:17]=1[S:18][C:19]1[CH:24]=[CH:23][N:22]=[CH:21][CH:20]=1)[NH2:14].[OH-].[NH4+]. The catalyst is O.Cl. The product is [NH2:1][C:2]1[N:3]=[C:4]([NH:14][C:13]2[CH:15]=[CH:16][C:17]([S:18][C:19]3[CH:24]=[CH:23][N:22]=[CH:21][CH:20]=3)=[C:11]([F:10])[CH:12]=2)[CH:5]=[C:6]([Cl:8])[N:7]=1. The yield is 0.470. (5) The reactants are [Cl:1][C:2]1[CH:7]=[CH:6][C:5]([CH:8]2[C:17](=O)[C:16]3[C:15]([C:19]([O:21]CC)=O)=[CH:14][CH:13]=[CH:12][C:11]=3[NH:10][CH:9]2[C:24]2[CH:29]=[CH:28][C:27]([CH2:30][N:31]([CH3:33])[CH3:32])=[CH:26][CH:25]=2)=[CH:4][CH:3]=1.O.[NH2:35][NH2:36].C(O)=O. The catalyst is CO. The product is [Cl:1][C:2]1[CH:7]=[CH:6][C:5]([CH:8]2[C:17]3=[N:35][NH:36][C:19](=[O:21])[C:15]4[CH:14]=[CH:13][CH:12]=[C:11]([C:16]=43)[NH:10][CH:9]2[C:24]2[CH:29]=[CH:28][C:27]([CH2:30][N:31]([CH3:33])[CH3:32])=[CH:26][CH:25]=2)=[CH:4][CH:3]=1. The yield is 0.140. (6) The reactants are [CH2:1]([O:3][C:4]([C:6]1[C:7]([CH3:18])=[N:8][N:9]([C:11]2[C:16](Br)=[CH:15][CH:14]=[CH:13][N:12]=2)[CH:10]=1)=[O:5])[CH3:2].P([O-])([O-])([O-])=O.[K+].[K+].[K+].[CH:27]1(B(O)O)[CH2:29][CH2:28]1. The catalyst is C([O-])(=O)C.[Pd+2].C([O-])(=O)C.C1(C)C=CC=CC=1.O. The product is [CH2:1]([O:3][C:4]([C:6]1[C:7]([CH3:18])=[N:8][N:9]([C:11]2[C:16]([CH:27]3[CH2:29][CH2:28]3)=[CH:15][CH:14]=[CH:13][N:12]=2)[CH:10]=1)=[O:5])[CH3:2]. The yield is 0.930.